Dataset: Catalyst prediction with 721,799 reactions and 888 catalyst types from USPTO. Task: Predict which catalyst facilitates the given reaction. Reactant: [C:1]([OH:22])(=O)[CH2:2][CH:3]([CH2:5][CH2:6][CH2:7][CH:8]([CH2:10][CH2:11][CH2:12][CH:13]([CH2:15][CH2:16][CH2:17][CH:18]([CH3:20])[CH3:19])[CH3:14])[CH3:9])[CH3:4].S(Cl)([Cl:25])=O. Product: [C:1]([Cl:25])(=[O:22])[CH2:2][CH:3]([CH2:5][CH2:6][CH2:7][CH:8]([CH2:10][CH2:11][CH2:12][CH:13]([CH2:15][CH2:16][CH2:17][CH:18]([CH3:20])[CH3:19])[CH3:14])[CH3:9])[CH3:4]. The catalyst class is: 298.